This data is from Forward reaction prediction with 1.9M reactions from USPTO patents (1976-2016). The task is: Predict the product of the given reaction. (1) Given the reactants C(OC([N:8]1[CH2:12][C@H:11]([CH2:13][NH:14][C:15]2[CH:20]=[CH:19][C:18]([Cl:21])=[CH:17][CH:16]=2)[C@@H:10]([CH2:22][C:23]2[CH:28]=[CH:27][CH:26]=[CH:25][CH:24]=2)[CH2:9]1)=O)(C)(C)C.[CH2:29](Br)[C:30]1[CH:35]=[CH:34][CH:33]=[CH:32][CH:31]=1.CC#N, predict the reaction product. The product is: [CH2:29]([N:14]([CH2:13][C@@H:11]1[C@@H:10]([CH2:22][C:23]2[CH:28]=[CH:27][CH:26]=[CH:25][CH:24]=2)[CH2:9][NH:8][CH2:12]1)[C:15]1[CH:20]=[CH:19][C:18]([Cl:21])=[CH:17][CH:16]=1)[C:30]1[CH:35]=[CH:34][CH:33]=[CH:32][CH:31]=1. (2) Given the reactants [Br:1][C:2]1[N:3]=[C:4]([C:9]2[CH:14]=[CH:13][C:12]([Cl:15])=[CH:11][CH:10]=2)[C:5](N)=[N:6][CH:7]=1.N(OCCC(C)C)=O.C[Si](C)(C)[Br:26].C(=O)(O)[O-].[Na+], predict the reaction product. The product is: [Br:26][C:5]1[C:4]([C:9]2[CH:14]=[CH:13][C:12]([Cl:15])=[CH:11][CH:10]=2)=[N:3][C:2]([Br:1])=[CH:7][N:6]=1.